This data is from Full USPTO retrosynthesis dataset with 1.9M reactions from patents (1976-2016). The task is: Predict the reactants needed to synthesize the given product. (1) Given the product [CH2:1]([C:3]1[C:8]([I:17])=[CH:7][N:6]=[C:5]([NH2:9])[CH:4]=1)[CH3:2], predict the reactants needed to synthesize it. The reactants are: [CH2:1]([C:3]1[CH:8]=[CH:7][N:6]=[C:5]([NH2:9])[CH:4]=1)[CH3:2].C1C(=O)N([I:17])C(=O)C1. (2) Given the product [Br:1][C:2]1[C:3](=[O:19])[N:4]([CH2:21][C:22]2[N:23]=[CH:24][C:25]([C:28]([O:30][CH2:31][CH3:32])=[O:29])=[N:26][CH:27]=2)[C:5]([CH3:18])=[CH:6][C:7]=1[O:8][CH2:9][C:10]1[CH:15]=[CH:14][C:13]([F:16])=[CH:12][C:11]=1[F:17], predict the reactants needed to synthesize it. The reactants are: [Br:1][C:2]1[C:3](=[O:19])[NH:4][C:5]([CH3:18])=[CH:6][C:7]=1[O:8][CH2:9][C:10]1[CH:15]=[CH:14][C:13]([F:16])=[CH:12][C:11]=1[F:17].Br[CH2:21][C:22]1[N:23]=[CH:24][C:25]([C:28]([O:30][CH2:31][CH3:32])=[O:29])=[N:26][CH:27]=1.[H-].[Na+].C(O)(=O)C. (3) The reactants are: [CH:1](=[C:8]1/[N:9]=[C:10]([C:14]2[CH:19]=[C:18]([F:20])[CH:17]=[CH:16][C:15]=2[F:21])[NH:11][C:12]/1=[O:13])/[C:2]1[CH:7]=[CH:6][CH:5]=[CH:4][CH:3]=1.[Br:22][C:23]1[CH:28]=[CH:27][C:26](/[CH:29]=[CH:30]/[CH:31]=[O:32])=[CH:25][CH:24]=1. Given the product [Br:22][C:23]1[CH:24]=[CH:25][C:26]([CH2:29][CH:30]2[C:31](=[O:32])[O:13][C:12]3[NH:11][C:10]([C:14]4[CH:19]=[C:18]([F:20])[CH:17]=[CH:16][C:15]=4[F:21])=[N:9][C:8]=3[CH:1]2[C:2]2[CH:3]=[CH:4][CH:5]=[CH:6][CH:7]=2)=[CH:27][CH:28]=1, predict the reactants needed to synthesize it. (4) Given the product [Na:1].[O:31]1[C:35]2([CH2:36][CH2:37][CH:10]([O:11][C:12]3[CH:17]=[CH:16][N:15]=[C:14]([CH2:18][S:19]([C:21]4[NH:22][C:23]5[CH:29]=[CH:28][CH:27]=[CH:26][C:24]=5[N:25]=4)=[O:20])[C:13]=3[CH3:30])[CH2:7][CH2:8]2)[O:34][CH2:33][CH2:32]1, predict the reactants needed to synthesize it. The reactants are: [Na:1].COC1O[CH2:8][CH:7]([CH2:10][O:11][C:12]2[CH:17]=[CH:16][N:15]=[C:14]([CH2:18][S:19]([C:21]3[NH:25][C:24]4[CH:26]=[CH:27][CH:28]=[CH:29][C:23]=4[N:22]=3)=[O:20])[C:13]=2[CH3:30])CO1.[O:31]1[C:35]2(CCC(O)[CH2:37][CH2:36]2)[O:34][CH2:33][CH2:32]1. (5) Given the product [Br:1][C:2]1[CH:7]=[CH:6][C:5]([F:8])=[C:4]([C:18]2[CH:17]=[CH:16][C:15]([S:12]([NH:11][CH3:10])(=[O:13])=[O:14])=[CH:20][CH:19]=2)[CH:3]=1, predict the reactants needed to synthesize it. The reactants are: [Br:1][C:2]1[CH:7]=[CH:6][C:5]([F:8])=[C:4](I)[CH:3]=1.[CH3:10][NH:11][S:12]([C:15]1[CH:20]=[CH:19][C:18](B(O)O)=[CH:17][CH:16]=1)(=[O:14])=[O:13].C([O-])([O-])=O.[Na+].[Na+].[O-]S([O-])(=O)=O.[Na+].[Na+].